Dataset: Forward reaction prediction with 1.9M reactions from USPTO patents (1976-2016). Task: Predict the product of the given reaction. Given the reactants [CH2:1]([NH2:5])[CH2:2][CH2:3][CH3:4].[C:6]([O:10][C:11](=[O:14])[CH2:12]Br)([CH3:9])([CH3:8])[CH3:7], predict the reaction product. The product is: [C:6]([O:10][C:11](=[O:14])[CH2:12][NH:5][CH2:1][CH2:2][CH2:3][CH3:4])([CH3:9])([CH3:8])[CH3:7].